Predict the reactants needed to synthesize the given product. From a dataset of Full USPTO retrosynthesis dataset with 1.9M reactions from patents (1976-2016). (1) Given the product [OH:9][CH:7]([CH2:6][O:5][C:1]([CH3:2])([CH3:3])[CH3:4])[CH2:8][NH:22][C:11]([CH3:21])([CH3:10])[CH2:12][C:13]1[CH:18]=[CH:17][C:16]([O:19][CH3:20])=[CH:15][CH:14]=1, predict the reactants needed to synthesize it. The reactants are: [C:1]([O:5][CH2:6][CH:7]1[O:9][CH2:8]1)([CH3:4])([CH3:3])[CH3:2].[CH3:10][C:11]([NH2:22])([CH3:21])[CH2:12][C:13]1[CH:18]=[CH:17][C:16]([O:19][CH3:20])=[CH:15][CH:14]=1. (2) Given the product [Cl:27][C:19]1[CH:20]=[C:21]([Cl:26])[C:22]([O:24][CH3:25])=[CH:23][C:18]=1[NH:17][C:9]1[C:8]2[C:13](=[CH:14][C:5]([O:4][CH2:3][CH2:2][N:34]3[CH2:35][CH2:36][N:31]([CH3:30])[CH2:32][CH2:33]3)=[C:6]([O:28][CH3:29])[CH:7]=2)[N:12]=[CH:11][C:10]=1[C:15]#[N:16], predict the reactants needed to synthesize it. The reactants are: Cl[CH2:2][CH2:3][O:4][C:5]1[CH:14]=[C:13]2[C:8]([C:9]([NH:17][C:18]3[CH:23]=[C:22]([O:24][CH3:25])[C:21]([Cl:26])=[CH:20][C:19]=3[Cl:27])=[C:10]([C:15]#[N:16])[CH:11]=[N:12]2)=[CH:7][C:6]=1[O:28][CH3:29].[CH3:30][N:31]1[CH2:36][CH2:35][NH:34][CH2:33][CH2:32]1. (3) Given the product [CH3:14][C:15]1[CH:20]=[CH:19][CH:18]=[C:17]([CH3:21])[C:16]=1[C:22]1[CH:27]=[CH:26][CH:25]=[C:24]([CH2:28][NH:1][C:2]2[CH:3]=[CH:4][C:5]([CH2:8][CH2:9][C:10]([O:12][CH3:13])=[O:11])=[CH:6][CH:7]=2)[CH:23]=1, predict the reactants needed to synthesize it. The reactants are: [NH2:1][C:2]1[CH:7]=[CH:6][C:5]([CH2:8][CH2:9][C:10]([O:12][CH3:13])=[O:11])=[CH:4][CH:3]=1.[CH3:14][C:15]1[CH:20]=[CH:19][CH:18]=[C:17]([CH3:21])[C:16]=1[C:22]1[CH:27]=[CH:26][CH:25]=[C:24]([CH:28]=O)[CH:23]=1.C([BH3-])#N.[Na+].C(O)(=O)C.C(O)(=O)CC(CC(O)=O)(C(O)=O)O. (4) The reactants are: [I:1][C:2]1[C:10]2[C:5](=[CH:6][CH:7]=[C:8]([CH:11]=[O:12])[CH:9]=2)[NH:4][N:3]=1.C(=O)([O-])[O-].[Cs+].[Cs+].[CH3:19][Si:20]([CH3:27])([CH3:26])[CH2:21][CH2:22][O:23][CH2:24]Cl. Given the product [I:1][C:2]1[C:10]2[C:5](=[CH:6][CH:7]=[C:8]([CH:11]=[O:12])[CH:9]=2)[N:4]([CH2:24][O:23][CH2:22][CH2:21][Si:20]([CH3:27])([CH3:26])[CH3:19])[N:3]=1, predict the reactants needed to synthesize it.